This data is from Reaction yield outcomes from USPTO patents with 853,638 reactions. The task is: Predict the reaction yield, written as a fraction of the theoretical maximum amount of product (1.0 means a 100% yield; for example, 0.34 means a 34% yield). (1) The reactants are [F:1][C:2]1[CH:3]=[CH:4][C:5]2[N:9]=[C:8]([C:10]3[CH:11]=[C:12]([NH:17][C:18](=[O:35])[C:19]4[CH:24]=[CH:23][C:22]([N:25]5[CH2:30][C@@H:29]([CH3:31])[N:28]([CH3:32])[C@@H:27]([CH3:33])[CH2:26]5)=[CH:21][C:20]=4[Cl:34])[CH:13]=[CH:14][C:15]=3[Cl:16])[NH:7][C:6]=2[CH:36]=1. The catalyst is Cl.CC(=O)OCC. The product is [ClH:16].[ClH:16].[F:1][C:2]1[CH:3]=[CH:4][C:5]2[N:9]=[C:8]([C:10]3[CH:11]=[C:12]([NH:17][C:18](=[O:35])[C:19]4[CH:24]=[CH:23][C:22]([N:25]5[CH2:26][C@@H:27]([CH3:33])[N:28]([CH3:32])[C@@H:29]([CH3:31])[CH2:30]5)=[CH:21][C:20]=4[Cl:34])[CH:13]=[CH:14][C:15]=3[Cl:16])[NH:7][C:6]=2[CH:36]=1. The yield is 0.454. (2) The yield is 0.560. The product is [CH3:13][O:12][C:8]1[CH:7]=[C:6]2[C:11](=[CH:10][CH:9]=1)[C:2]([C:19]1[CH:20]=[CH:21][CH:22]=[CH:23][C:18]=1[C:16]([O:15][CH3:14])=[O:17])=[CH:3][CH:4]=[CH:5]2. The catalyst is CN(C=O)C.C1C=CC([P]([Pd]([P](C2C=CC=CC=2)(C2C=CC=CC=2)C2C=CC=CC=2)([P](C2C=CC=CC=2)(C2C=CC=CC=2)C2C=CC=CC=2)[P](C2C=CC=CC=2)(C2C=CC=CC=2)C2C=CC=CC=2)(C2C=CC=CC=2)C2C=CC=CC=2)=CC=1. The reactants are Br[C:2]1[C:11]2[C:6](=[CH:7][C:8]([O:12][CH3:13])=[CH:9][CH:10]=2)[CH:5]=[CH:4][CH:3]=1.[CH3:14][O:15][C:16]([C:18]1[CH:23]=[CH:22][CH:21]=[CH:20][C:19]=1B(O)O)=[O:17].C([O-])([O-])=O.[K+].[K+].O. (3) The reactants are [CH2:1]([O:4][C:5](=[O:23])[NH:6][C:7]1[CH:12]=[CH:11][CH:10]=[C:9]([C:13](=O)[CH2:14][C:15]2[CH:20]=[CH:19][N:18]=[C:17]([Cl:21])[N:16]=2)[CH:8]=1)[CH:2]=[CH2:3].C1C(=O)N(Br)C(=O)C1.[C:32]([NH2:35])(=[S:34])[CH3:33]. The catalyst is CN(C=O)C.CCOC(C)=O.O. The product is [CH2:1]([O:4][C:5](=[O:23])[NH:6][C:7]1[CH:12]=[CH:11][CH:10]=[C:9]([C:13]2[N:35]=[C:32]([CH3:33])[S:34][C:14]=2[C:15]2[CH:20]=[CH:19][N:18]=[C:17]([Cl:21])[N:16]=2)[CH:8]=1)[CH:2]=[CH2:3]. The yield is 0.640. (4) The reactants are [NH2:1][C:2]1[C:3]([F:19])=[C:4]([C:11]2[CH:16]=[CH:15][C:14]([F:17])=[CH:13][C:12]=2[F:18])[CH:5]=[CH:6][C:7]=1[C:8]([OH:10])=[O:9].C1C(=O)N([Br:27])C(=O)C1. The catalyst is CN(C=O)C. The product is [NH2:1][C:2]1[C:3]([F:19])=[C:4]([C:11]2[CH:16]=[CH:15][C:14]([F:17])=[CH:13][C:12]=2[F:18])[C:5]([Br:27])=[CH:6][C:7]=1[C:8]([OH:10])=[O:9]. The yield is 0.679.